This data is from Experimentally validated miRNA-target interactions with 360,000+ pairs, plus equal number of negative samples. The task is: Binary Classification. Given a miRNA mature sequence and a target amino acid sequence, predict their likelihood of interaction. (1) Result: 0 (no interaction). The miRNA is hsa-miR-3187-3p with sequence UUGGCCAUGGGGCUGCGCGG. The protein sequence of the target gene is MTTSLLLHPRWPESLMYVYEDSAAESGIGGGGGGGGGGTGGAGGGCSGASPGKAPSMDGLGSSCPASHCRDLLPHPVLGRPPAPLGAPQGAVYTDIPAPEAARQCAPPPAPPTSSSATLGYGYPFGGSYYGCRLSHNVNLQQKPCAYHPGDKYPEPSGALPGDDLSSRAKEFAFYPSFASSYQAMPGYLDVSVVPGISGHPEPRHDALIPVEGYQHWALSNGWDSQVYCSKEQSQSAHLWKSPFPDVVPLQPEVSSYRRGRKKRVPYTKVQLKELEKEYAASKFITKEKRRRISATTNLS.... (2) The miRNA is hsa-miR-4782-5p with sequence UUCUGGAUAUGAAGACAAUCAA. The protein sequence of the target gene is MTADKDKDKDKEKDRDRDRDRERDKRDKARESENARPRRSCTLEGGAKNYAESDHSEDEDNDNNSATTEESNKKSRKKPPKKKSRYERTDTGEITSYITEDDVVYRPGDCVYIESRRPNTPYFICSIQDFKLVHSSQACCRSPAPAFCDPPACSLPVAPQPPQHLSEAGRGPGGSKRDHLLMNVKWYYRQSEVPDSVYQHLVQDRHNENDSGRELVITDPVIKNRELFISDYVDTYHAAALRGKCNISHFSDIFAAREFKARVDSFFYILGYNPETRRLNSTQGEIRVGPSHQAKLPDLQ.... Result: 0 (no interaction). (3) The miRNA is hsa-miR-26b-5p with sequence UUCAAGUAAUUCAGGAUAGGU. The protein sequence of the target gene is MGLELFLDLVSQPSRAVYIFAKKNGIPLELRTVDLVKGQHKSKEFLQINSLGKLPTLKDGDFILTESSAILIYLSCKYQTPDHWYPSDLQARARVHEYLGWHADCIRGTFGIPLWVQVLGPLIGVQVPEEKVERNRTAMDQALQWLEDKFLGDRPFLAGQQVTLADLMALEELMQPVALGYELFEGRPRLAAWRGRVEAFLGAELCQEAHSIILSILEQAAKKTLPTPSPEAYQAMLLRIARIP. Result: 1 (interaction). (4) The miRNA is mmu-miR-149-5p with sequence UCUGGCUCCGUGUCUUCACUCCC. The protein sequence of the target gene is MGLELYLDLMSQPCRAVYIFAKKNGIPFQLRTIELLKGQQYTDSFAQVNPLRKVPALKDGDFVLAESVAILLYLSRKYKAPDHWYPQDLQTRARVDEYLAWQHTALRSCCTRAMWQKMMFPVFLGQPVPPEMLASTLAELDGCLQVLEDKFLRNQAFLTGSHISVADLVAITELMHPVSAGCKIFESRPKLAAWRQRVEAEVGESLFQEAHEVVLKAKDMPPLMDPALKEKLKLSVQCLLH. Result: 0 (no interaction). (5) The miRNA is hsa-let-7c-3p with sequence CUGUACAACCUUCUAGCUUUCC. The protein sequence of the target gene is MPHFTVVPVDGPRRGDYDNLEGLSWVDYGERAELDDSDGHGNHRESSPFLSPLEASRGIDYYDRNLALFEEELDIRPKVSSLLGKLVSYTNLTQGAKEHEEAESGEGTRRRAAEAPSMGTLMGVYLPCLQNIFGVILFLRLTWMVGTAGVLQALLIVLICCCCTLLTAISMSAIATNGVVPAGGSYFMISRSLGPEFGGAVGLCFYLGTTFAAAMYILGAIEILLTYIAPPAAIFYPSGAHDTSNATLNNMRVYGTIFLTFMTLVVFVGVKYVNKFASLFLACVIISILSIYAGGIKSIF.... Result: 0 (no interaction). (6) The miRNA is mmu-miR-1198-5p with sequence UAUGUGUUCCUGGCUGGCUUGG. The protein sequence of the target gene is MLTNLRIFAMSHQTIPSVYINNICCYKIRASLKRLKPHVPLGRNCSSLPGLIGNDIKSLHSIINPPIAKIRNIGIMAHIDAGKTTTTERILYYSGYTRSLGDVDDGDTVTDFMAQERERGITIQSAAVTFDWKGYRVNLIDTPGHVDFTLEVERCLRVLDGAVAVFDASAGVEAQTLTVWRQADKHNIPRICFLNKMDKTGASFKYAVESIREKLKAKPLLLQLPIGEAKTFKGVVDVVMKEKLLWNCNSNDGKDFERKPLLEMNDPELLKETTEARNALIEQVADLDDEFADLVLEEFS.... Result: 0 (no interaction). (7) The miRNA is hsa-miR-520d-5p with sequence CUACAAAGGGAAGCCCUUUC. The protein sequence of the target gene is MRSLCCAPLLLLLLLPPLLLTPRAGDAAVITGACDKDSQCGGGMCCAVSIWVKSIRICTPMGKLGDSCHPLTRKNNFGNGRQERRKRKRSKRKKEVPFFGRRMHHTCPCLPGLACLRTSFNRFICLAQK. Result: 1 (interaction). (8) The protein sequence of the target gene is MVKLANPLYTEWILEAIQKIKKQKQRPSEERICHAVSTSHGLDKKTVSEQLELSVQDGSVLKVTNKGLASYKDPDNPGRFSSVKPGTFPKSAKGSRGSCNDLRNVDWNKLLRRAIEGLEEPNGSSLKNIEKYLRSQSDLTSTTNNPAFQQRLRLGAKRAVNNGRLLKDGPQYRVNYGSLDGKGAPQYPSAFPSSLPPVSLLPHEKDQPRADPIPICSFCLGTKESNREKKPEELLSCADCGSSGHPSCLKFCPELTTNVKALRWQCIECKTCSACRVQGRNADNMLFCDSCDRGFHMECC.... The miRNA is hsa-miR-449b-3p with sequence CAGCCACAACUACCCUGCCACU. Result: 0 (no interaction). (9) The miRNA is hsa-miR-7159-3p with sequence UUUCUAUGUUAGUUGGAAG. The protein sequence of the target gene is MSLSFCGNNISSYNIYYGVLQNPCFVDALNLVPHVFLLFITFPILFIGWGSQSSKVQIHHNTWLHFPGHNLRWILTFALLFVHVCEIAEGIVSDSHRASRHLHLFMPAVMGFVATTTSIVYYHNIETSNFPKLLLALFLYWVMAFITKTIKLVKYWQLGWGVSDLRFCITGVMVILNGLLMAVEINVIRVRRYVFFMNPQKVKPPEDLQDLGVRFLQPFVNLLSKATYWWMNTLIISAHRKPIDLKAIGKLPIAMRAVTNYVCLKEAYEEQKKKAADHPNRTPSIWLAMYRAFGRPILLS.... Result: 0 (no interaction).